Dataset: Reaction yield outcomes from USPTO patents with 853,638 reactions. Task: Predict the reaction yield, written as a fraction of the theoretical maximum amount of product (1.0 means a 100% yield; for example, 0.34 means a 34% yield). (1) The reactants are [F:1][C:2]([F:29])([F:28])[C:3]1[CH:4]=[C:5]([C:13]2[N:17]=[CH:16][N:15]([CH:18](Br)[CH:19]([Br:26])[C:20]([O:22][CH:23]([CH3:25])[CH3:24])=[O:21])[N:14]=2)[CH:6]=[C:7]([C:9]([F:12])([F:11])[F:10])[CH:8]=1.C(N(CC)CC)C. The catalyst is O1CCCC1.O. The product is [F:28][C:2]([F:1])([F:29])[C:3]1[CH:4]=[C:5]([C:13]2[N:17]=[CH:16][N:15](/[CH:18]=[C:19](/[Br:26])\[C:20]([O:22][CH:23]([CH3:24])[CH3:25])=[O:21])[N:14]=2)[CH:6]=[C:7]([C:9]([F:10])([F:11])[F:12])[CH:8]=1. The yield is 0.590. (2) The reactants are [CH2:1]([O:8][C:9]1[CH:10]=[CH:11][CH:12]=[C:13]2[C:17]=1[NH:16][CH:15]=[C:14]2/[CH:18]=[C:19]1\[O:20][C:21]2[C:28]([CH2:29][N:30]3[CH2:35][CH2:34][N:33](C(OC(C)(C)C)=O)[CH2:32][CH2:31]3)=[C:27]([OH:43])[CH:26]=[CH:25][C:22]=2[C:23]\1=[O:24])[C:2]1[CH:7]=[CH:6][CH:5]=[CH:4][CH:3]=1.[ClH:44]. The catalyst is C(Cl)Cl.O1CCOCC1. The product is [ClH:44].[ClH:44].[CH2:1]([O:8][C:9]1[CH:10]=[CH:11][CH:12]=[C:13]2[C:17]=1[NH:16][CH:15]=[C:14]2/[CH:18]=[C:19]1\[O:20][C:21]2[C:28]([CH2:29][N:30]3[CH2:35][CH2:34][NH:33][CH2:32][CH2:31]3)=[C:27]([OH:43])[CH:26]=[CH:25][C:22]=2[C:23]\1=[O:24])[C:2]1[CH:7]=[CH:6][CH:5]=[CH:4][CH:3]=1. The yield is 0.710.